From a dataset of Reaction yield outcomes from USPTO patents with 853,638 reactions. Predict the reaction yield, written as a fraction of the theoretical maximum amount of product (1.0 means a 100% yield; for example, 0.34 means a 34% yield). The reactants are [Cl:1][C:2]1[CH:7]=[CH:6][C:5]([OH:8])=[C:4]([I:9])[CH:3]=1.C(=O)([O-])[O-].[K+].[K+].[Cl:16][C:17]1[S:21][C:20]([N:22](CC2C=CC(OC)=CC=2OC)[S:23]([C:26]2[CH:31]=[CH:30][C:29](F)=[C:28]([C:33]#[N:34])[CH:27]=2)(=[O:25])=[O:24])=[N:19][CH:18]=1.[Cl-].[NH4+]. The yield is 0.720. The product is [Cl:1][C:2]1[CH:7]=[CH:6][C:5]([O:8][C:29]2[CH:30]=[CH:31][C:26]([S:23]([NH:22][C:20]3[S:21][C:17]([Cl:16])=[CH:18][N:19]=3)(=[O:24])=[O:25])=[CH:27][C:28]=2[C:33]#[N:34])=[C:4]([I:9])[CH:3]=1. The catalyst is CS(C)=O.C(OCC)(=O)C.